Dataset: Reaction yield outcomes from USPTO patents with 853,638 reactions. Task: Predict the reaction yield, written as a fraction of the theoretical maximum amount of product (1.0 means a 100% yield; for example, 0.34 means a 34% yield). (1) The reactants are [CH2:1]([N:8]1[CH2:13][CH:12]2[CH2:14][CH:10]([NH:11]2)[CH2:9]1)[C:2]1[CH:7]=[CH:6][CH:5]=[CH:4][CH:3]=1.C(N(CC)CC)C.[F:22][C:23]([F:34])([F:33])[C:24](O[C:24](=[O:25])[C:23]([F:34])([F:33])[F:22])=[O:25]. The catalyst is CO. The product is [CH2:1]([N:8]1[CH2:9][CH:10]2[CH2:14][CH:12]([N:11]2[C:24]([C:23]([F:34])([F:33])[F:22])=[O:25])[CH2:13]1)[C:2]1[CH:7]=[CH:6][CH:5]=[CH:4][CH:3]=1. The yield is 0.620. (2) The reactants are [Cl:1][C:2]1[CH:10]=[C:9]2[C:5]([C:6]([C:11]([N:13]3[CH2:18][CH2:17][C:16]4([C:22]5[CH:23]=[CH:24][C:25]([F:27])=[CH:26][C:21]=5[C:20](=[O:28])[O:19]4)[CH2:15][CH2:14]3)=[O:12])=[CH:7][NH:8]2)=[CH:4][CH:3]=1.[N:29]1[CH:34]=[CH:33][CH:32]=[CH:31][C:30]=1[CH2:35]OS(C)(=O)=O. No catalyst specified. The product is [Cl:1][C:2]1[CH:10]=[C:9]2[C:5]([C:6]([C:11]([N:13]3[CH2:18][CH2:17][C:16]4([C:22]5[CH:23]=[CH:24][C:25]([F:27])=[CH:26][C:21]=5[C:20](=[O:28])[O:19]4)[CH2:15][CH2:14]3)=[O:12])=[CH:7][N:8]2[CH2:35][C:30]2[CH:31]=[CH:32][CH:33]=[CH:34][N:29]=2)=[CH:4][CH:3]=1. The yield is 0.290. (3) The yield is 0.786. No catalyst specified. The product is [OH:13][C:11]1[CH:12]=[C:7]([CH:8]=[C:9]([OH:15])[C:10]=1[OH:14])[C:6]([NH:17][C:18]1[CH:23]=[CH:22][CH:21]=[CH:20][C:19]=1[CH3:24])=[O:16]. The reactants are C(N[C:6](=[O:16])[C:7]1[CH:12]=[C:11]([OH:13])[C:10]([OH:14])=[C:9]([OH:15])[CH:8]=1)CCC.[NH2:17][C:18]1[C:19]([CH3:24])=[CH:20][CH:21]=[CH:22][CH:23]=1. (4) The reactants are C([N:8]1[CH2:17][CH:16]([C:18]2[CH:23]=[CH:22][C:21]([O:24][CH3:25])=[CH:20][CH:19]=2)[C:15]2[C:10](=[CH:11][C:12]([O:26][CH3:27])=[CH:13][CH:14]=2)[CH2:9]1)C1C=CC=CC=1.CO.CCOC(C)=O. The catalyst is CCO.[Pd]. The product is [CH3:27][O:26][C:12]1[CH:11]=[C:10]2[C:15]([CH:16]([C:18]3[CH:23]=[CH:22][C:21]([O:24][CH3:25])=[CH:20][CH:19]=3)[CH2:17][NH:8][CH2:9]2)=[CH:14][CH:13]=1. The yield is 0.760. (5) The yield is 0.540. The reactants are [C:1]([CH2:9][CH2:10][CH2:11][CH2:12][CH2:13][CH2:14][C:15]([O:17][CH2:18][CH3:19])=[O:16])(=[O:8])[C:2]1[CH:7]=[CH:6][CH:5]=[CH:4][CH:3]=1.[C:20](Cl)(=O)[C:21]1C=CC=[CH:23][CH:22]=1. The product is [CH:3]1[C:4]2[C:5](=[CH:20][CH:21]=[CH:22][CH:23]=2)[CH:6]=[CH:7][C:2]=1[C:1]([CH2:9][CH2:10][CH2:11][CH2:12][CH2:13][CH2:14][C:15]([O:17][CH2:18][CH3:19])=[O:16])=[O:8]. No catalyst specified. (6) The reactants are C([NH:5][S:6]([C:9]1[O:10][C:11]([C:14]2[N:19]=[C:18]([NH:20][C:21]3[CH:25]=[C:24]([CH:26]4[CH2:28][CH2:27]4)[NH:23][N:22]=3)[C:17]([Cl:29])=[CH:16][N:15]=2)=[CH:12][CH:13]=1)(=[O:8])=[O:7])(C)(C)C.B(Cl)(Cl)Cl. The catalyst is C(Cl)Cl. The product is [Cl:29][C:17]1[C:18]([NH:20][C:21]2[CH:25]=[C:24]([CH:26]3[CH2:28][CH2:27]3)[NH:23][N:22]=2)=[N:19][C:14]([C:11]2[O:10][C:9]([S:6]([NH2:5])(=[O:7])=[O:8])=[CH:13][CH:12]=2)=[N:15][CH:16]=1. The yield is 0.530. (7) The reactants are [CH3:1][O:2][C:3]1[N:8]=[C:7]([NH2:9])[CH:6]=[CH:5][C:4]=1[C:10]1[CH:11]=[N:12][N:13]([CH3:15])[CH:14]=1.Cl[C:17]1[CH:18]=[CH:19][C:20]2[CH2:21][N:22]([CH3:34])[CH2:23][C@@H:24]([C:28]3[CH:33]=[CH:32][CH:31]=[CH:30][CH:29]=3)[O:25][C:26]=2[N:27]=1.C(=O)([O-])[O-].[Cs+].[Cs+].COCCOC. The catalyst is C(O[Pd]C1C=CC=CC=1C1C=CC=CC=1P(C(C)(C)C)C(C)(C)C)(=O)C.CCO. The product is [CH3:1][O:2][C:3]1[N:8]=[C:7]([NH:9][C:17]2[CH:18]=[CH:19][C:20]3[CH2:21][N:22]([CH3:34])[CH2:23][C@@H:24]([C:28]4[CH:29]=[CH:30][CH:31]=[CH:32][CH:33]=4)[O:25][C:26]=3[N:27]=2)[CH:6]=[CH:5][C:4]=1[C:10]1[CH:11]=[N:12][N:13]([CH3:15])[CH:14]=1. The yield is 0.290. (8) The reactants are [CH2:1]([O:3][C:4](=[O:12])[CH:5](Br)[C:6](=O)[CH2:7][CH2:8][CH3:9])[CH3:2].C(N(CC)CC)C.[NH2:20][C:21]([NH2:23])=[S:22]. The catalyst is C(O)C. The product is [CH2:1]([O:3][C:4]([C:5]1[S:22][C:21]([NH2:23])=[N:20][C:6]=1[CH2:7][CH2:8][CH3:9])=[O:12])[CH3:2]. The yield is 0.340.